From a dataset of Reaction yield outcomes from USPTO patents with 853,638 reactions. Predict the reaction yield, written as a fraction of the theoretical maximum amount of product (1.0 means a 100% yield; for example, 0.34 means a 34% yield). (1) The catalyst is CO.[Pd]. The reactants are Cl.C(OC([N:12]1[CH2:16][CH:15]([N:17]2[CH2:22][CH2:21][O:20][CH2:19][CH2:18]2)[CH2:14][N:13]1[C:23](=[O:32])[CH2:24][C:25]1[CH:30]=[CH:29][C:28]([F:31])=[CH:27][CH:26]=1)=O)C1C=CC=CC=1. The product is [F:31][C:28]1[CH:29]=[CH:30][C:25]([CH2:24][C:23]([N:13]2[CH2:14][CH:15]([N:17]3[CH2:22][CH2:21][O:20][CH2:19][CH2:18]3)[CH2:16][NH:12]2)=[O:32])=[CH:26][CH:27]=1. The yield is 0.810. (2) The reactants are [CH3:1][O:2][C:3]1[C:12]2[C:11]([CH3:13])=[N:10][CH:9]=[CH:8][C:7]=2[C:6]([S:14]([OH:17])(=[O:16])=O)=[CH:5][CH:4]=1.[NH:18]1[CH2:24][CH2:23][CH2:22][NH:21][CH2:20][CH2:19]1. The catalyst is O=S(Cl)Cl.CN(C=O)C.C(Cl)Cl. The product is [N:18]1([S:14]([C:6]2[CH:5]=[CH:4][C:3]([O:2][CH3:1])=[C:12]3[C:7]=2[CH:8]=[CH:9][N:10]=[C:11]3[CH3:13])(=[O:16])=[O:17])[CH2:24][CH2:23][CH2:22][NH:21][CH2:20][CH2:19]1. The yield is 0.300. (3) The reactants are C[O:2][C:3](=[O:39])[CH2:4][NH:5][C:6](=[O:38])[C:7]1[CH:12]=[C:11]([Cl:13])[C:10]([O:14][C:15]2[C:20]([C:21]([N:23]3[C:32]4[C:27](=[CH:28][CH:29]=[CH:30][CH:31]=4)[N:26]([CH:33]4[CH2:35][CH2:34]4)[CH2:25][CH2:24]3)=[O:22])=[CH:19][N:18]=[C:17]([CH3:36])[CH:16]=2)=[CH:9][C:8]=1[Cl:37].O.O.[OH-].[Li+].Cl. The catalyst is O1CCOCC1.C(OCC)(=O)C. The product is [Cl:37][C:8]1[CH:9]=[C:10]([O:14][C:15]2[C:20]([C:21]([N:23]3[C:32]4[C:27](=[CH:28][CH:29]=[CH:30][CH:31]=4)[N:26]([CH:33]4[CH2:35][CH2:34]4)[CH2:25][CH2:24]3)=[O:22])=[CH:19][N:18]=[C:17]([CH3:36])[CH:16]=2)[C:11]([Cl:13])=[CH:12][C:7]=1[C:6]([NH:5][CH2:4][C:3]([OH:39])=[O:2])=[O:38]. The yield is 0.270. (4) The reactants are [Br:1][C:2]1[CH:3]=[C:4]2[C:8](=[CH:9][CH:10]=1)[CH2:7][NH:6][CH2:5]2.[O:11](C(OC(C)(C)C)=O)[C:12]([O:14][C:15]([CH3:18])([CH3:17])[CH3:16])=O. The catalyst is CN(C=O)C.CN(C1C=CN=CC=1)C. The product is [Br:1][C:2]1[CH:3]=[C:4]2[C:8](=[CH:9][CH:10]=1)[CH2:7][N:6]([C:12]([O:14][C:15]([CH3:18])([CH3:17])[CH3:16])=[O:11])[CH2:5]2. The yield is 0.834. (5) The reactants are F[C:2]1[CH:9]=[CH:8][CH:7]=[CH:6][C:3]=1[CH:4]=[O:5].[CH:10]1([S:16]([O-:18])=[O:17])[CH2:15][CH2:14][CH2:13][CH2:12][CH2:11]1.[Na+]. The catalyst is CN(C)C=O.C(OCC)C. The product is [CH:10]1([S:16]([C:2]2[CH:9]=[CH:8][CH:7]=[CH:6][C:3]=2[CH:4]=[O:5])(=[O:18])=[O:17])[CH2:15][CH2:14][CH2:13][CH2:12][CH2:11]1. The yield is 0.300. (6) The catalyst is C(Cl)Cl. The yield is 0.480. The product is [C:1]([NH:9][C:10]1[C:11]2[N:12]=[CH:13][N:14]([C:33]=2[N:34]=[CH:35][N:36]=1)[C@@H:15]1[O:32][C@H:22]([CH2:23][OH:24])[C@@H:17]([O:18][CH2:19][N:76]=[N+:77]=[N-:78])[CH2:16]1)(=[O:8])[C:2]1[CH:7]=[CH:6][CH:5]=[CH:4][CH:3]=1. The reactants are [C:1]([NH:9][C:10]1[C:11]2[N:12]=[CH:13][N:14]([C:33]=2[N:34]=[CH:35][N:36]=1)[C@@H:15]1[O:32][C@H:22]([CH2:23][O:24][Si](C(C)(C)C)(C)C)[C@@H:17]([O:18][CH2:19]SC)[CH2:16]1)(=[O:8])[C:2]1[CH:7]=[CH:6][CH:5]=[CH:4][CH:3]=1.C1CCCCC=1.C(NC1C2N=CN(C=2N=CN=1)[C@@H]1O[C@H](CO[Si](C(C)(C)C)(C)C)[C@@H](O)C1)(=O)C1C=CC=CC=1.[N-:76]=[N+:77]=[N-:78].[Na+].[NH4+].[F-]. (7) The reactants are [CH:1]1([CH2:4][O:5][C:6]2[CH:11]=[CH:10][C:9]([C:12]3[N:17]=[CH:16][N:15]=[C:14]([NH:18][C@H:19]([C:27]([O:29]C)=[O:28])[CH2:20][C:21]4[CH:26]=[CH:25][CH:24]=[CH:23][CH:22]=4)[CH:13]=3)=[CH:8][CH:7]=2)[CH2:3][CH2:2]1.[OH-].[Na+]. The catalyst is CO. The product is [CH:1]1([CH2:4][O:5][C:6]2[CH:11]=[CH:10][C:9]([C:12]3[N:17]=[CH:16][N:15]=[C:14]([NH:18][C@H:19]([C:27]([OH:29])=[O:28])[CH2:20][C:21]4[CH:26]=[CH:25][CH:24]=[CH:23][CH:22]=4)[CH:13]=3)=[CH:8][CH:7]=2)[CH2:3][CH2:2]1. The yield is 0.770. (8) The reactants are [CH2:1]([N:3]([CH2:16][CH3:17])[CH2:4][CH2:5][O:6][C:7]1[CH:12]=[CH:11][C:10]([N+:13]([O-])=O)=[CH:9][CH:8]=1)[CH3:2]. The catalyst is C(O)C.[Pd]. The product is [CH2:16]([N:3]([CH2:1][CH3:2])[CH2:4][CH2:5][O:6][C:7]1[CH:8]=[CH:9][C:10]([NH2:13])=[CH:11][CH:12]=1)[CH3:17]. The yield is 0.900.